Predict the reactants needed to synthesize the given product. From a dataset of Full USPTO retrosynthesis dataset with 1.9M reactions from patents (1976-2016). (1) Given the product [C:25]([O:24][C:23]([NH:22][CH2:21][CH2:20][CH2:19][CH2:18][CH2:17][O:1][C:2]1[C:3]([CH2:13][CH:14]=[CH2:15])=[C:4]2[C:9](=[CH:10][CH:11]=1)[C:8](=[O:12])[CH2:7][CH2:6][CH2:5]2)=[O:29])([CH3:28])([CH3:27])[CH3:26], predict the reactants needed to synthesize it. The reactants are: [OH:1][C:2]1[C:3]([CH2:13][CH:14]=[CH2:15])=[C:4]2[C:9](=[CH:10][CH:11]=1)[C:8](=[O:12])[CH2:7][CH2:6][CH2:5]2.O[CH2:17][CH2:18][CH2:19][CH2:20][CH2:21][NH:22][C:23](=[O:29])[O:24][C:25]([CH3:28])([CH3:27])[CH3:26].C1C=CC(P(C2C=CC=CC=2)C2C=CC=CC=2)=CC=1.N(C(OCC)=O)=NC(OCC)=O. (2) Given the product [ClH:34].[CH3:1][O:2][C:3](=[O:33])/[CH:4]=[CH:5]/[C:6]1[CH:7]=[CH:8][C:9]2[O:26][C:13]3([CH2:18][CH2:17][NH:16][CH2:15][CH2:14]3)[N:12]([CH2:27][CH2:28][CH2:29][CH3:30])[C:11](=[O:31])[C:10]=2[CH:32]=1, predict the reactants needed to synthesize it. The reactants are: [CH3:1][O:2][C:3](=[O:33])/[CH:4]=[CH:5]/[C:6]1[CH:7]=[CH:8][C:9]2[O:26][C:13]3([CH2:18][CH2:17][N:16](C(OC(C)(C)C)=O)[CH2:15][CH2:14]3)[N:12]([CH2:27][CH2:28][CH2:29][CH3:30])[C:11](=[O:31])[C:10]=2[CH:32]=1.[ClH:34]. (3) Given the product [C:21]1([O:27][C:28](=[O:29])[NH:9][C:5]2[N:6]([CH3:8])[N:7]=[C:3]([CH:1]3[CH2:10][CH2:2]3)[CH:4]=2)[CH:26]=[CH:25][CH:24]=[CH:23][CH:22]=1, predict the reactants needed to synthesize it. The reactants are: [CH2:1]([C:3]1[CH:4]=[C:5]([NH2:9])[N:6]([CH3:8])[N:7]=1)[CH3:2].[C:10](=O)([O-])[O-].[K+].[K+].C1COCC1.[C:21]1([O:27][C:28](Cl)=[O:29])[CH:26]=[CH:25][CH:24]=[CH:23][CH:22]=1. (4) Given the product [OH:15][C@H:13]([CH3:14])[C@H:12]([NH:16][C:17](=[O:38])[C:18]1[CH:23]=[CH:22][C:21]([S:24][C:25]2[CH:26]=[CH:27][C:28]([CH2:31][N:32]3[CH2:37][CH2:36][O:35][CH2:34][CH2:33]3)=[CH:29][CH:30]=2)=[CH:20][CH:19]=1)[C:11](=[O:39])[NH:2][OH:3], predict the reactants needed to synthesize it. The reactants are: Cl.[NH2:2][OH:3].C[O-].[Na+].CO.CO[C:11](=[O:39])[C@@H:12]([NH:16][C:17](=[O:38])[C:18]1[CH:23]=[CH:22][C:21]([S:24][C:25]2[CH:30]=[CH:29][C:28]([CH2:31][N:32]3[CH2:37][CH2:36][O:35][CH2:34][CH2:33]3)=[CH:27][CH:26]=2)=[CH:20][CH:19]=1)[C@H:13]([OH:15])[CH3:14].Cl. (5) Given the product [Br:1][C:2]1[CH:7]=[CH:6][C:5]([NH:8][C:9]([NH2:13])=[S:10])=[CH:4][C:3]=1[O:11][CH3:12], predict the reactants needed to synthesize it. The reactants are: [Br:1][C:2]1[CH:7]=[CH:6][C:5]([N:8]=[C:9]=[S:10])=[CH:4][C:3]=1[O:11][CH3:12].[NH3:13]. (6) Given the product [C:25]([O:29][C:30](=[O:36])[C:31]([CH3:35])([CH3:34])[CH2:32][NH:33][C:3]([C:5]1[N:6]=[C:7]([C:23]#[N:24])[C:8]2[C:13]([C:14]=1[OH:15])=[CH:12][CH:11]=[C:10]([CH2:16][C:17]1[CH:22]=[CH:21][CH:20]=[CH:19][CH:18]=1)[CH:9]=2)=[O:4])([CH3:28])([CH3:26])[CH3:27], predict the reactants needed to synthesize it. The reactants are: CO[C:3]([C:5]1[N:6]=[C:7]([C:23]#[N:24])[C:8]2[C:13]([C:14]=1[OH:15])=[CH:12][CH:11]=[C:10]([CH2:16][C:17]1[CH:22]=[CH:21][CH:20]=[CH:19][CH:18]=1)[CH:9]=2)=[O:4].[C:25]([O:29][C:30](=[O:36])[C:31]([CH3:35])([CH3:34])[CH2:32][NH2:33])([CH3:28])([CH3:27])[CH3:26]. (7) Given the product [Cl:1][C:2]1[N:7]=[C:6]([NH:17][C:15]2[CH:16]=[C:12]([CH:9]3[CH2:11][CH2:10]3)[NH:13][N:14]=2)[CH:5]=[CH:4][N:3]=1, predict the reactants needed to synthesize it. The reactants are: [Cl:1][C:2]1[N:7]=[C:6](Cl)[CH:5]=[CH:4][N:3]=1.[CH:9]1([C:12]2[CH:16]=[C:15]([NH2:17])[NH:14][N:13]=2)[CH2:11][CH2:10]1. (8) Given the product [CH3:32][O:31][CH:5]([CH2:6][C:7]1[C:12]2[S:13][CH:14]=[CH:15][C:11]=2[C:10]([O:16][CH2:17][CH2:18][C:19]2[N:20]=[C:21]([C:25]3[CH:30]=[CH:29][CH:28]=[CH:27][CH:26]=3)[O:22][C:23]=2[CH3:24])=[CH:9][CH:8]=1)[C:4]([OH:33])=[O:3], predict the reactants needed to synthesize it. The reactants are: C([O:3][C:4](=[O:33])[CH:5]([O:31][CH3:32])[CH2:6][C:7]1[C:12]2[S:13][CH:14]=[CH:15][C:11]=2[C:10]([O:16][CH2:17][CH2:18][C:19]2[N:20]=[C:21]([C:25]3[CH:30]=[CH:29][CH:28]=[CH:27][CH:26]=3)[O:22][C:23]=2[CH3:24])=[CH:9][CH:8]=1)C.[OH-].[Na+].